Dataset: Catalyst prediction with 721,799 reactions and 888 catalyst types from USPTO. Task: Predict which catalyst facilitates the given reaction. Reactant: [Si:1]([O:8][CH2:9][C:10]([NH:13][C:14]([C:16]1[C:20]2=[N:21][C:22]([C:25]3[C:33]4[C:28](=[CH:29][C:30]([CH3:34])=[CH:31][CH:32]=4)[NH:27][N:26]=3)=[CH:23][N:24]=[C:19]2[N:18]([C:35]([C:48]2[CH:53]=[CH:52][CH:51]=[CH:50][CH:49]=2)([C:42]2[CH:47]=[CH:46][CH:45]=[CH:44][CH:43]=2)[C:36]2[CH:41]=[CH:40][CH:39]=[CH:38][CH:37]=2)[CH:17]=1)=[O:15])([CH3:12])[CH3:11])([C:4]([CH3:7])([CH3:6])[CH3:5])([CH3:3])[CH3:2].Cl[CH2:55][CH2:56][CH2:57][N:58]1[CH2:63][CH2:62][O:61][CH2:60][CH2:59]1.C([O-])([O-])=O.[K+].[K+]. Product: [Si:1]([O:8][CH2:9][C:10]([NH:13][C:14]([C:16]1[C:20]2=[N:21][C:22]([C:25]3[C:33]4[C:28](=[CH:29][C:30]([CH3:34])=[CH:31][CH:32]=4)[N:27]([CH2:55][CH2:56][CH2:57][N:58]4[CH2:63][CH2:62][O:61][CH2:60][CH2:59]4)[N:26]=3)=[CH:23][N:24]=[C:19]2[N:18]([C:35]([C:36]2[CH:37]=[CH:38][CH:39]=[CH:40][CH:41]=2)([C:42]2[CH:43]=[CH:44][CH:45]=[CH:46][CH:47]=2)[C:48]2[CH:49]=[CH:50][CH:51]=[CH:52][CH:53]=2)[CH:17]=1)=[O:15])([CH3:11])[CH3:12])([C:4]([CH3:6])([CH3:7])[CH3:5])([CH3:2])[CH3:3]. The catalyst class is: 3.